Dataset: TCR-epitope binding with 47,182 pairs between 192 epitopes and 23,139 TCRs. Task: Binary Classification. Given a T-cell receptor sequence (or CDR3 region) and an epitope sequence, predict whether binding occurs between them. (1) The epitope is SEISMDNSPNL. The TCR CDR3 sequence is CASSSGGYEQYF. Result: 0 (the TCR does not bind to the epitope). (2) The epitope is FIAGLIAIV. The TCR CDR3 sequence is CASSLGVRNKAFF. Result: 1 (the TCR binds to the epitope). (3) The epitope is RQLLFVVEV. The TCR CDR3 sequence is CASSQSGGDEQYF. Result: 1 (the TCR binds to the epitope). (4) The epitope is GILGFVFTL. The TCR CDR3 sequence is CASSYVGTSTETQYF. Result: 0 (the TCR does not bind to the epitope). (5) The epitope is QECVRGTTVL. The TCR CDR3 sequence is CASSAGANQPQHF. Result: 1 (the TCR binds to the epitope).